This data is from Catalyst prediction with 721,799 reactions and 888 catalyst types from USPTO. The task is: Predict which catalyst facilitates the given reaction. (1) Product: [Si:1]([O:8][C@H:9]1[C@H:13]([CH3:14])[N:12]([C:19]2[CH:26]=[CH:25][C:22]([C:23]#[N:24])=[C:21]([C:27]([F:28])([F:30])[F:29])[CH:20]=2)[C:11](=[O:15])[C:10]1([CH3:16])[CH3:17])([C:4]([CH3:7])([CH3:6])[CH3:5])([CH3:3])[CH3:2]. The catalyst class is: 110. Reactant: [Si:1]([O:8][C@H:9]1[C@H:13]([CH3:14])[NH:12][C:11](=[O:15])[C:10]1([CH3:17])[CH3:16])([C:4]([CH3:7])([CH3:6])[CH3:5])([CH3:3])[CH3:2].I[C:19]1[CH:26]=[CH:25][C:22]([C:23]#[N:24])=[C:21]([C:27]([F:30])([F:29])[F:28])[CH:20]=1.C(=O)([O-])[O-].[Cs+].[Cs+].C1(P(C2C=CC=CC=2)C2C3OC4C(=CC=CC=4P(C4C=CC=CC=4)C4C=CC=CC=4)C(C)(C)C=3C=CC=2)C=CC=CC=1. (2) Reactant: [C:1]([O:5][C:6]([N:8]1[CH2:12][CH2:11][C@H:10]([O:13][C:14]2[CH:19]=[C:18]([F:20])[CH:17]=[CH:16][C:15]=2[NH:21][C:22]2[C:23]3[C:30]([CH3:31])=[C:29]([C:32](O)=[O:33])[S:28][C:24]=3[N:25]=[CH:26][N:27]=2)[CH2:9]1)=[O:7])([CH3:4])([CH3:3])[CH3:2].[NH3:35]. Product: [C:1]([O:5][C:6]([N:8]1[CH2:12][CH2:11][C@H:10]([O:13][C:14]2[CH:19]=[C:18]([F:20])[CH:17]=[CH:16][C:15]=2[NH:21][C:22]2[C:23]3[C:30]([CH3:31])=[C:29]([C:32]([NH2:35])=[O:33])[S:28][C:24]=3[N:25]=[CH:26][N:27]=2)[CH2:9]1)=[O:7])([CH3:4])([CH3:2])[CH3:3]. The catalyst class is: 5.